From a dataset of Full USPTO retrosynthesis dataset with 1.9M reactions from patents (1976-2016). Predict the reactants needed to synthesize the given product. (1) Given the product [CH2:22]([NH:1][C:2]([CH3:21])([CH3:20])[CH2:3][C:4]1[CH:5]=[CH:6][C:7]([O:8][C:9]2[CH:17]=[CH:16][C:12]([C:13]([NH2:15])=[O:14])=[CH:11][N:10]=2)=[CH:18][CH:19]=1)[C:23]1[CH:28]=[CH:27][CH:26]=[CH:25][CH:24]=1, predict the reactants needed to synthesize it. The reactants are: [NH2:1][C:2]([CH3:21])([CH3:20])[CH2:3][C:4]1[CH:19]=[CH:18][C:7]([O:8][C:9]2[CH:17]=[CH:16][C:12]([C:13]([NH2:15])=[O:14])=[CH:11][N:10]=2)=[CH:6][CH:5]=1.[CH2:22](Br)[C:23]1[CH:28]=[CH:27][CH:26]=[CH:25][CH:24]=1. (2) Given the product [NH:8]1[C:7]2[CH:6]=[CH:5][C:4]([C:9]3[CH:15]=[CH:14][C:12]4[N:13]=[C:30]([C:29]5[CH:32]=[CH:33][C:26]([C:24]([NH:23][C:17]6[CH:22]=[CH:21][CH:20]=[CH:19][CH:18]=6)=[O:25])=[CH:27][CH:28]=5)[NH:16][C:11]=4[CH:10]=3)=[CH:3][C:2]=2[N:1]=[C:30]1[C:29]1[CH:28]=[CH:27][C:26]([C:24]([NH:23][C:17]2[CH:22]=[CH:21][CH:20]=[CH:19][CH:18]=2)=[O:25])=[CH:33][CH:32]=1, predict the reactants needed to synthesize it. The reactants are: [NH2:1][C:2]1[CH:3]=[C:4]([C:9]2[CH:15]=[CH:14][C:12]([NH2:13])=[C:11]([NH2:16])[CH:10]=2)[CH:5]=[CH:6][C:7]=1[NH2:8].[C:17]1([NH:23][C:24]([C:26]2[CH:33]=[CH:32][C:29]([CH:30]=O)=[CH:28][CH:27]=2)=[O:25])[CH:22]=[CH:21][CH:20]=[CH:19][CH:18]=1. (3) Given the product [NH:14]1[C:15]2[C:11](=[CH:10][C:9]([NH:8][CH:5]([CH2:4][OH:3])[CH2:6][OH:7])=[CH:17][CH:16]=2)[CH:12]=[N:13]1, predict the reactants needed to synthesize it. The reactants are: CC1(C)[O:7][CH2:6][CH:5]([NH:8][C:9]2[CH:10]=[C:11]3[C:15](=[CH:16][CH:17]=2)[NH:14][N:13]=[CH:12]3)[CH2:4][O:3]1.Cl. (4) Given the product [CH3:9][S:8][C:3]1[CH:4]=[CH:5][CH:6]=[CH:7][C:2]=1[NH:45][C:46]1[CH:51]=[CH:50][CH:49]=[CH:48][CH:47]=1, predict the reactants needed to synthesize it. The reactants are: Br[C:2]1[CH:7]=[CH:6][CH:5]=[CH:4][C:3]=1[S:8][CH3:9].COC1C=CC=C(OC)C=1C1C=CC=CC=1P(C1CCCCC1)C1CCCCC1.CC(C)([O-])C.[Na+].[NH2:45][C:46]1[CH:51]=[CH:50][CH:49]=[CH:48][CH:47]=1. (5) Given the product [Br:1][C:2]1[N:3]=[C:4]([C:10]#[N:12])[CH:5]=[CH:6][C:7]=1[CH3:8], predict the reactants needed to synthesize it. The reactants are: [Br:1][C:2]1[C:7]([CH3:8])=[CH:6][CH:5]=[CH:4][N+:3]=1[O-].[CH2:10]([N:12](CC)CC)C.[Si](C#N)(C)(C)C. (6) Given the product [CH2:1]([O:3][C:4](=[O:27])[CH2:5][C:6]1[CH:11]=[CH:10][C:9]([O:12][CH3:13])=[C:8]([O:14][C:15]2[CH:20]=[CH:19][C:18]([C:21]([F:23])([F:22])[F:24])=[CH:17][C:16]=2[CH2:25][NH:37][C@@H:30]2[C:31]3[C:36](=[CH:35][CH:34]=[CH:33][CH:32]=3)[CH2:28][C@@H:29]2[OH:38])[CH:7]=1)[CH3:2], predict the reactants needed to synthesize it. The reactants are: [CH2:1]([O:3][C:4](=[O:27])[CH2:5][C:6]1[CH:11]=[CH:10][C:9]([O:12][CH3:13])=[C:8]([O:14][C:15]2[CH:20]=[CH:19][C:18]([C:21]([F:24])([F:23])[F:22])=[CH:17][C:16]=2[CH:25]=O)[CH:7]=1)[CH3:2].[CH2:28]1[C:36]2[C:31](=[CH:32][CH:33]=[CH:34][CH:35]=2)[C@@H:30]([NH2:37])[C@H:29]1[OH:38].